The task is: Predict the product of the given reaction.. This data is from Forward reaction prediction with 1.9M reactions from USPTO patents (1976-2016). (1) The product is: [Br:1][C:2]1[CH:3]=[C:4]2[C:5](=[CH:10][CH:11]=1)[C:6](=[O:8])[N:14]([CH2:15][CH2:16][NH:17][C:18](=[O:24])[O:19][C:20]([CH3:22])([CH3:21])[CH3:23])[CH2:12]2. Given the reactants [Br:1][C:2]1[CH:11]=[CH:10][C:5]([C:6]([O:8]C)=O)=[C:4]([CH2:12]Br)[CH:3]=1.[NH2:14][CH2:15][CH2:16][NH:17][C:18](=[O:24])[O:19][C:20]([CH3:23])([CH3:22])[CH3:21], predict the reaction product. (2) Given the reactants CCN(C(C)C)C(C)C.[C:10]1([C:16]2[NH:20][N:19]=[C:18]([C:21]([NH:23][CH2:24][C:25]([OH:27])=O)=[O:22])[CH:17]=2)[CH:15]=[CH:14][CH:13]=[CH:12][CH:11]=1.C1C=CC2N(O)N=NC=2C=1.CCN=C=NCCCN(C)C.[F:49][C:50]([F:64])([F:63])[C:51]1[CH:52]=[C:53]([CH:60]=[CH:61][CH:62]=1)[O:54][CH:55]1[CH2:59][CH2:58][NH:57][CH2:56]1, predict the reaction product. The product is: [O:27]=[C:25]([N:57]1[CH2:58][CH2:59][CH:55]([O:54][C:53]2[CH:60]=[CH:61][CH:62]=[C:51]([C:50]([F:49])([F:64])[F:63])[CH:52]=2)[CH2:56]1)[CH2:24][NH:23][C:21]([C:18]1[CH:17]=[C:16]([C:10]2[CH:11]=[CH:12][CH:13]=[CH:14][CH:15]=2)[NH:20][N:19]=1)=[O:22]. (3) Given the reactants [Cl:1][C:2]1[CH:11]=[C:10]([C:12]#[N:13])[C:9](F)=[CH:8][C:3]=1[C:4]([O:6]C)=[O:5].[C:15]([O-])([O-])=[O:16].[K+].[K+], predict the reaction product. The product is: [Cl:1][C:2]1[CH:11]=[C:10]([C:12]#[N:13])[C:9]([O:16][CH3:15])=[CH:8][C:3]=1[C:4]([OH:6])=[O:5]. (4) Given the reactants C[O:2][C:3](=[O:20])[CH2:4][C:5]1[CH:10]=[CH:9][C:8]([N:11]([C:13]([O:15][C:16]([CH3:19])([CH3:18])[CH3:17])=[O:14])[CH3:12])=[CH:7][CH:6]=1.[OH-].[Li+], predict the reaction product. The product is: [C:16]([O:15][C:13]([N:11]([CH3:12])[C:8]1[CH:7]=[CH:6][C:5]([CH2:4][C:3]([OH:20])=[O:2])=[CH:10][CH:9]=1)=[O:14])([CH3:19])([CH3:18])[CH3:17]. (5) Given the reactants C[N:2]([CH3:19])[CH:3]=[CH:4][C:5](=O)[C:6]([CH3:17])([C:8]1[CH:13]=[CH:12][C:11]([N+:14]([O-:16])=[O:15])=[CH:10][CH:9]=1)[CH3:7].Cl.C(N)=[NH:22].CC[O-].[Na+], predict the reaction product. The product is: [CH3:17][C:6]([C:5]1[CH:4]=[CH:3][N:2]=[CH:19][N:22]=1)([C:8]1[CH:9]=[CH:10][C:11]([N+:14]([O-:16])=[O:15])=[CH:12][CH:13]=1)[CH3:7].